This data is from Forward reaction prediction with 1.9M reactions from USPTO patents (1976-2016). The task is: Predict the product of the given reaction. (1) Given the reactants [F:1][C:2]1[CH:7]=[CH:6][CH:5]=[C:4]([F:8])[C:3]=1[C:9]1[N:14]=[C:13]2[C:15]([C:28]3[CH:29]=[C:30]([NH:34][CH:35]4[CH2:40][CH2:39][CH2:38][N:37]([C:41]([O:43][C:44]([CH3:47])([CH3:46])[CH3:45])=[O:42])[CH2:36]4)[CH:31]=[N:32][CH:33]=3)=[CH:16][N:17](S(C3C=CC(C)=CC=3)(=O)=O)[C:12]2=[CH:11][CH:10]=1.[OH-].[Na+], predict the reaction product. The product is: [F:1][C:2]1[CH:7]=[CH:6][CH:5]=[C:4]([F:8])[C:3]=1[C:9]1[N:14]=[C:13]2[C:15]([C:28]3[CH:29]=[C:30]([NH:34][CH:35]4[CH2:40][CH2:39][CH2:38][N:37]([C:41]([O:43][C:44]([CH3:47])([CH3:46])[CH3:45])=[O:42])[CH2:36]4)[CH:31]=[N:32][CH:33]=3)=[CH:16][NH:17][C:12]2=[CH:11][CH:10]=1. (2) Given the reactants C1C=CC(OC(OC2C=CC=CC=2)=[N:9][C:10]#[N:11])=CC=1.C[CH2:20][N:21]([CH:25]([CH3:27])C)[CH:22]([CH3:24])C.Cl.[CH3:29][C@@H:30]1[CH2:35][CH2:34][NH:33][CH2:32][C@@H:31]1[C:36]1[N:40]2[C:41]3[CH:47]=[CH:46][NH:45][C:42]=3[N:43]=[CH:44][C:39]2=[CH:38][N:37]=1.N1CCCC1, predict the reaction product. The product is: [C:36]1([C@@H:31]2[C@H:30]([CH3:29])[CH2:35][CH2:34][N:33]([C:20]([N:21]3[CH2:22][CH2:24][CH2:27][CH2:25]3)=[N:11][C:10]#[N:9])[CH2:32]2)[N:40]2[C:41]3[CH:47]=[CH:46][NH:45][C:42]=3[N:43]=[CH:44][C:39]2=[CH:38][N:37]=1.